Regression. Given two drug SMILES strings and cell line genomic features, predict the synergy score measuring deviation from expected non-interaction effect. From a dataset of NCI-60 drug combinations with 297,098 pairs across 59 cell lines. (1) Cell line: SF-295. Drug 2: CC12CCC3C(C1CCC2OP(=O)(O)O)CCC4=C3C=CC(=C4)OC(=O)N(CCCl)CCCl.[Na+]. Synergy scores: CSS=7.20, Synergy_ZIP=-0.889, Synergy_Bliss=-0.183, Synergy_Loewe=0.0288, Synergy_HSA=-0.650. Drug 1: C1=CC=C(C(=C1)C(C2=CC=C(C=C2)Cl)C(Cl)Cl)Cl. (2) Drug 1: CCC(=C(C1=CC=CC=C1)C2=CC=C(C=C2)OCCN(C)C)C3=CC=CC=C3.C(C(=O)O)C(CC(=O)O)(C(=O)O)O. Drug 2: CN1C(=O)N2C=NC(=C2N=N1)C(=O)N. Cell line: NCIH23. Synergy scores: CSS=-0.983, Synergy_ZIP=0.801, Synergy_Bliss=0.963, Synergy_Loewe=-5.35, Synergy_HSA=-2.63. (3) Drug 1: CC1=C(N=C(N=C1N)C(CC(=O)N)NCC(C(=O)N)N)C(=O)NC(C(C2=CN=CN2)OC3C(C(C(C(O3)CO)O)O)OC4C(C(C(C(O4)CO)O)OC(=O)N)O)C(=O)NC(C)C(C(C)C(=O)NC(C(C)O)C(=O)NCCC5=NC(=CS5)C6=NC(=CS6)C(=O)NCCC[S+](C)C)O. Drug 2: C1CCC(C(C1)N)N.C(=O)(C(=O)[O-])[O-].[Pt+4]. Cell line: A498. Synergy scores: CSS=39.1, Synergy_ZIP=5.62, Synergy_Bliss=6.87, Synergy_Loewe=5.74, Synergy_HSA=10.8. (4) Drug 1: C1C(C(OC1N2C=NC3=C(N=C(N=C32)Cl)N)CO)O. Drug 2: C1=CC=C(C(=C1)C(C2=CC=C(C=C2)Cl)C(Cl)Cl)Cl. Cell line: TK-10. Synergy scores: CSS=17.3, Synergy_ZIP=-6.61, Synergy_Bliss=-1.96, Synergy_Loewe=-18.8, Synergy_HSA=-1.99. (5) Drug 1: COC1=C(C=C2C(=C1)N=CN=C2NC3=CC(=C(C=C3)F)Cl)OCCCN4CCOCC4. Drug 2: C1C(C(OC1N2C=NC3=C(N=C(N=C32)Cl)N)CO)O. Cell line: SK-MEL-2. Synergy scores: CSS=23.0, Synergy_ZIP=-3.43, Synergy_Bliss=2.75, Synergy_Loewe=1.69, Synergy_HSA=1.73. (6) Drug 1: CC1=CC=C(C=C1)C2=CC(=NN2C3=CC=C(C=C3)S(=O)(=O)N)C(F)(F)F. Drug 2: COCCOC1=C(C=C2C(=C1)C(=NC=N2)NC3=CC=CC(=C3)C#C)OCCOC.Cl. Cell line: M14. Synergy scores: CSS=-8.99, Synergy_ZIP=3.12, Synergy_Bliss=-1.31, Synergy_Loewe=-7.63, Synergy_HSA=-7.08. (7) Drug 1: C1=NNC2=C1C(=O)NC=N2. Drug 2: COCCOC1=C(C=C2C(=C1)C(=NC=N2)NC3=CC=CC(=C3)C#C)OCCOC.Cl. Cell line: A549. Synergy scores: CSS=9.20, Synergy_ZIP=-1.86, Synergy_Bliss=3.39, Synergy_Loewe=2.43, Synergy_HSA=3.73. (8) Drug 1: CN1C2=C(C=C(C=C2)N(CCCl)CCCl)N=C1CCCC(=O)O.Cl. Drug 2: C1CN(P(=O)(OC1)NCCCl)CCCl. Cell line: UACC-257. Synergy scores: CSS=2.76, Synergy_ZIP=1.65, Synergy_Bliss=4.34, Synergy_Loewe=0.917, Synergy_HSA=0.531. (9) Drug 1: CC1CCC2CC(C(=CC=CC=CC(CC(C(=O)C(C(C(=CC(C(=O)CC(OC(=O)C3CCCCN3C(=O)C(=O)C1(O2)O)C(C)CC4CCC(C(C4)OC)OCCO)C)C)O)OC)C)C)C)OC. Drug 2: CC1=C(C(=O)C2=C(C1=O)N3CC4C(C3(C2COC(=O)N)OC)N4)N. Cell line: ACHN. Synergy scores: CSS=33.3, Synergy_ZIP=-4.19, Synergy_Bliss=-3.45, Synergy_Loewe=-6.40, Synergy_HSA=-3.28.